Dataset: Full USPTO retrosynthesis dataset with 1.9M reactions from patents (1976-2016). Task: Predict the reactants needed to synthesize the given product. (1) Given the product [CH:1]([N:4]1[CH:8]=[C:7]([N:9]2[C:21]3[C:20]4[CH:19]=[C:18]([C:35]5[CH:36]=[CH:37][C:38]([C:41]([NH2:43])=[O:42])=[N:39][CH:40]=5)[CH:17]=[CH:16][C:15]=4[N:14]=[CH:13][C:12]=3[N:11]([CH3:31])[C:10]2=[O:32])[C:6]([CH3:33])=[N:5]1)([CH3:3])[CH3:2], predict the reactants needed to synthesize it. The reactants are: [CH:1]([N:4]1[CH:8]=[C:7]([N:9]2[C:21]3[C:20]4[CH:19]=[C:18](B5OC(C)(C)C(C)(C)O5)[CH:17]=[CH:16][C:15]=4[N:14]=[CH:13][C:12]=3[N:11]([CH3:31])[C:10]2=[O:32])[C:6]([CH3:33])=[N:5]1)([CH3:3])[CH3:2].Br[C:35]1[CH:36]=[CH:37][C:38]([C:41]([NH2:43])=[O:42])=[N:39][CH:40]=1. (2) Given the product [Br:32][C:20]1[S:21][C:15]2[N:14]([CH3:23])[C:13](=[O:24])[N:12]([CH2:11][CH2:10][CH2:9][O:8][Si:1]([C:4]([CH3:5])([CH3:7])[CH3:6])([CH3:3])[CH3:2])[C:17](=[O:18])[C:16]=2[C:19]=1[CH3:22], predict the reactants needed to synthesize it. The reactants are: [Si:1]([O:8][CH2:9][CH2:10][CH2:11][N:12]1[C:17](=[O:18])[C:16]2[C:19]([CH3:22])=[CH:20][S:21][C:15]=2[N:14]([CH3:23])[C:13]1=[O:24])([C:4]([CH3:7])([CH3:6])[CH3:5])([CH3:3])[CH3:2].C1C(=O)N([Br:32])C(=O)C1. (3) The reactants are: C([Si](C)(C)[O:6][CH2:7][CH2:8][N:9]([C:24]([C@H:26]1[CH2:31][CH2:30][C@H:29]([CH3:32])[CH2:28][CH2:27]1)=[O:25])[C:10]1[CH:14]=[C:13]([C:15]#[C:16][C:17]([CH3:20])([CH3:19])[CH3:18])[S:12][C:11]=1[C:21]([OH:23])=[O:22])(C)(C)C.CCN(CC)CC.F.F.F. Given the product [CH3:19][C:17]([CH3:18])([CH3:20])[C:16]#[C:15][C:13]1[S:12][C:11]([C:21]([OH:23])=[O:22])=[C:10]([N:9]([CH2:8][CH2:7][OH:6])[C:24]([C@H:26]2[CH2:31][CH2:30][C@H:29]([CH3:32])[CH2:28][CH2:27]2)=[O:25])[CH:14]=1, predict the reactants needed to synthesize it. (4) The reactants are: O.[Cl-:2].[Na+].Cl.[OH:5][C:6]([C:36]1[CH:41]=[CH:40][CH:39]=[CH:38][CH:37]=1)([C:30]1[CH:35]=[CH:34][CH:33]=[CH:32][CH:31]=1)[CH:7]1[CH2:12][CH2:11][N:10]([CH2:13][CH2:14][CH2:15][CH:16]([C:18]2[CH:23]=[CH:22][C:21]([C:24]([CH3:29])([CH3:28])[C:25]([OH:27])=[O:26])=[CH:20][CH:19]=2)[OH:17])[CH2:9][CH2:8]1. Given the product [OH2:5].[ClH:2].[OH:5][C:6]([C:36]1[CH:37]=[CH:38][CH:39]=[CH:40][CH:41]=1)([C:30]1[CH:31]=[CH:32][CH:33]=[CH:34][CH:35]=1)[CH:7]1[CH2:12][CH2:11][N:10]([CH2:13][CH2:14][CH2:15][CH:16]([C:18]2[CH:23]=[CH:22][C:21]([C:24]([CH3:29])([CH3:28])[C:25]([OH:27])=[O:26])=[CH:20][CH:19]=2)[OH:17])[CH2:9][CH2:8]1, predict the reactants needed to synthesize it. (5) Given the product [Cl:5][C:6]1[CH:7]=[C:8]([CH:13]2[CH2:17][C:18]3[C:23](=[CH:22][CH:21]=[C:20]([O:24][CH3:25])[CH:19]=3)[C:14]2=[O:15])[CH:9]=[C:10]([Cl:12])[CH:11]=1, predict the reactants needed to synthesize it. The reactants are: [Al+3].[Cl-].[Cl-].[Cl-].[Cl:5][C:6]1[CH:7]=[C:8]([CH:13]([CH2:17][C:18]2[CH:23]=[CH:22][CH:21]=[C:20]([O:24][CH3:25])[CH:19]=2)[C:14](Cl)=[O:15])[CH:9]=[C:10]([Cl:12])[CH:11]=1. (6) The reactants are: [C:1]([O:5][C:6](=[O:31])[NH:7][C:8]1[CH:21]=[CH:20][C:19]2[S:18][C:17]3[C:12](=[CH:13][CH:14]=[CH:15][C:16]=3B3OC(C)(C)C(C)(C)O3)[S:11][C:10]=2[CH:9]=1)([CH3:4])([CH3:3])[CH3:2].C(=O)([O-])[O-].[Na+].[Na+].Cl[C:39]1[CH:44]=[C:43]([N:45]2[CH2:50][CH2:49][O:48][CH2:47][CH2:46]2)[CH:42]=[C:41]([O:51][CH2:52][C:53]2[CH:58]=[CH:57][C:56]([O:59][CH3:60])=[CH:55][CH:54]=2)[N:40]=1.COCCOC. Given the product [C:1]([O:5][C:6](=[O:31])[NH:7][C:8]1[CH:21]=[CH:20][C:19]2[S:18][C:17]3[C:12](=[CH:13][CH:14]=[CH:15][C:16]=3[C:39]3[CH:44]=[C:43]([N:45]4[CH2:50][CH2:49][O:48][CH2:47][CH2:46]4)[CH:42]=[C:41]([O:51][CH2:52][C:53]4[CH:58]=[CH:57][C:56]([O:59][CH3:60])=[CH:55][CH:54]=4)[N:40]=3)[S:11][C:10]=2[CH:9]=1)([CH3:4])([CH3:2])[CH3:3], predict the reactants needed to synthesize it. (7) Given the product [Br:1][C:2]1[CH:3]=[N:4][C:5]2[N:6]([N:8]=[C:9]([C:11]([N:28]3[CH2:27][CH2:26][N:25]4[C:21]([C:20]5[C:15]([F:14])=[N:16][CH:17]=[CH:18][CH:19]=5)=[CH:22][N:23]=[C:24]4[CH:29]3[CH3:30])=[O:13])[CH:10]=2)[CH:7]=1, predict the reactants needed to synthesize it. The reactants are: [Br:1][C:2]1[CH:3]=[N:4][C:5]2[N:6]([N:8]=[C:9]([C:11]([OH:13])=O)[CH:10]=2)[CH:7]=1.[F:14][C:15]1[C:20]([C:21]2[N:25]3[CH2:26][CH2:27][NH:28][CH:29]([CH3:30])[C:24]3=[N:23][CH:22]=2)=[CH:19][CH:18]=[CH:17][N:16]=1.